Predict the product of the given reaction. From a dataset of Forward reaction prediction with 1.9M reactions from USPTO patents (1976-2016). (1) Given the reactants [CH3:1][O:2][C:3]1[CH:10]=[CH:9][C:6]([CH2:7]Br)=[CH:5][CH:4]=1.C(=O)([O-])[O-].[K+].[K+].[F:17][C:18]1[C:23]([SH:24])=[C:22]([F:25])[C:21]([F:26])=[C:20]([F:27])[C:19]=1[F:28].ClC1C=CC=C(C(OO)=[O:37])C=1.[OH-:40].[Na+], predict the reaction product. The product is: [F:17][C:18]1[C:23]([S:24]([CH2:7][C:6]2[CH:9]=[CH:10][C:3]([O:2][CH3:1])=[CH:4][CH:5]=2)(=[O:37])=[O:40])=[C:22]([F:25])[C:21]([F:26])=[C:20]([F:27])[C:19]=1[F:28]. (2) Given the reactants Cl.[Si]([O:19][CH2:20][CH2:21][C:22]1[C:23](=[O:51])[N:24]([C:28]2[CH:33]=[CH:32][C:31]([N:34]3[CH2:38][C@H:37]([CH2:39][NH:40][C:41]([C:43]4[S:44][C:45]([Cl:48])=[CH:46][CH:47]=4)=[O:42])[O:36][C:35]3=[O:49])=[CH:30][C:29]=2[CH3:50])[CH:25]=[CH:26][CH:27]=1)(C(C)(C)C)(C1C=CC=CC=1)C1C=CC=CC=1, predict the reaction product. The product is: [Cl:48][C:45]1[S:44][C:43]([C:41]([NH:40][CH2:39][C@@H:37]2[O:36][C:35](=[O:49])[N:34]([C:31]3[CH:32]=[CH:33][C:28]([N:24]4[CH:25]=[CH:26][CH:27]=[C:22]([CH2:21][CH2:20][OH:19])[C:23]4=[O:51])=[C:29]([CH3:50])[CH:30]=3)[CH2:38]2)=[O:42])=[CH:47][CH:46]=1. (3) Given the reactants [C:1]1([S:7]([OH:9])=[O:8])[CH:6]=[CH:5][CH:4]=[CH:3][CH:2]=1.[Cl-].[Ca+2].[Cl-].[F:13][C:14]1[CH:29]=[CH:28][C:17]([O:18][CH2:19][C@H:20]2[O:25][CH:24](OC)[CH2:23][CH2:22][CH2:21]2)=[CH:16][CH:15]=1, predict the reaction product. The product is: [C:1]1([S:7]([C@@H:24]2[O:25][CH:20]([CH2:19][O:18][C:17]3[CH:16]=[CH:15][C:14]([F:13])=[CH:29][CH:28]=3)[CH2:21][CH2:22][CH2:23]2)(=[O:9])=[O:8])[CH:6]=[CH:5][CH:4]=[CH:3][CH:2]=1. (4) Given the reactants [CH:1](=[N:8][NH:9][CH:10]([CH3:12])[CH3:11])[C:2]1[CH:7]=[CH:6][CH:5]=[CH:4][CH:3]=1.C([Li])CCC.C(=O)=O.C(O[CH:24]=[C:25]([C:28]#[N:29])[C:26]#[N:27])C, predict the reaction product. The product is: [CH:1](=[N:8][N:9]([CH:24]=[C:25]([C:28]#[N:29])[C:26]#[N:27])[CH:10]([CH3:12])[CH3:11])[C:2]1[CH:7]=[CH:6][CH:5]=[CH:4][CH:3]=1. (5) The product is: [NH2:1][C:3]1[C:8]2[C:9](=[O:33])[N:10]([C:14]3[CH:15]=[C:16]4[C:20](=[C:21]([CH:23]5[CH2:25][CH2:24]5)[CH:22]=3)[N:19]([C:26]3[N:31]=[CH:30][C:29]([CH3:32])=[CH:28][N:27]=3)[CH:18]=[CH:17]4)[CH2:11][CH2:12][O:13][C:7]=2[N:6]=[CH:5][N:4]=1. Given the reactants [NH3:1].Cl[C:3]1[C:8]2[C:9](=[O:33])[N:10]([C:14]3[CH:15]=[C:16]4[C:20](=[C:21]([CH:23]5[CH2:25][CH2:24]5)[CH:22]=3)[N:19]([C:26]3[N:31]=[CH:30][C:29]([CH3:32])=[CH:28][N:27]=3)[CH:18]=[CH:17]4)[CH2:11][CH2:12][O:13][C:7]=2[N:6]=[CH:5][N:4]=1, predict the reaction product. (6) Given the reactants Cl.[CH3:2][O:3][C:4](=[O:17])[C@H:5]([NH2:16])[CH2:6][C:7]1[C:15]2[C:10](=[CH:11][CH:12]=[CH:13][CH:14]=2)[NH:9][CH:8]=1.[F:18][C:19]1[CH:20]=[C:21]([C:29]2[CH:39]=[C:38]([C:40](O)=[O:41])[C:32]3[O:33][CH2:34][CH2:35][CH2:36][CH2:37][C:31]=3[CH:30]=2)[CH:22]=[C:23]([C:25](=[O:28])[NH:26][CH3:27])[CH:24]=1.C1C=C2N=NN(O)C2=CC=1.O.CCN=C=NCCCN(C)C, predict the reaction product. The product is: [CH3:2][O:3][C:4](=[O:17])[C@H:5]([NH:16][C:40]([C:38]1[C:32]2[O:33][CH2:34][CH2:35][CH2:36][CH2:37][C:31]=2[CH:30]=[C:29]([C:21]2[CH:22]=[C:23]([C:25](=[O:28])[NH:26][CH3:27])[CH:24]=[C:19]([F:18])[CH:20]=2)[CH:39]=1)=[O:41])[CH2:6][C:7]1[C:15]2[C:10](=[CH:11][CH:12]=[CH:13][CH:14]=2)[NH:9][CH:8]=1.